From a dataset of Forward reaction prediction with 1.9M reactions from USPTO patents (1976-2016). Predict the product of the given reaction. (1) Given the reactants [Br:1][C:2]1[CH:3]=[N:4][C:5]2[N:6]([N:8]=[C:9]([C:11]([OH:13])=O)[CH:10]=2)[CH:7]=1.[N:14]1[CH:15]=[CH:16][N:17]2[CH2:22][CH2:21][NH:20][CH2:19][C:18]=12, predict the reaction product. The product is: [Br:1][C:2]1[CH:3]=[N:4][C:5]2[N:6]([N:8]=[C:9]([C:11]([N:20]3[CH2:21][CH2:22][N:17]4[CH:16]=[CH:15][N:14]=[C:18]4[CH2:19]3)=[O:13])[CH:10]=2)[CH:7]=1. (2) Given the reactants C([O:8][CH2:9][C@@H:10]1[N:15]2[C:16]3[C:25]4[C:20](=[CH:21][CH:22]=[CH:23][CH:24]=4)[N:19]=[C:18]([NH2:26])[C:17]=3[N:27]=[C:14]2[CH2:13][O:12][CH2:11]1)C1C=CC=CC=1.Cl, predict the reaction product. The product is: [NH2:26][C:18]1[C:17]2[N:27]=[C:14]3[CH2:13][O:12][CH2:11][C@H:10]([CH2:9][OH:8])[N:15]3[C:16]=2[C:25]2[C:20](=[CH:21][CH:22]=[CH:23][CH:24]=2)[N:19]=1. (3) The product is: [CH3:1][O:2][C:3]1[CH:8]=[CH:7][C:6]([S:9][C:10]2[CH:11]=[CH:12][CH:13]=[CH:14][CH:15]=2)=[C:5]([NH2:16])[CH:4]=1. Given the reactants [CH3:1][O:2][C:3]1[CH:8]=[CH:7][C:6]([S:9][C:10]2[CH:15]=[CH:14][CH:13]=[CH:12][CH:11]=2)=[C:5]([N+:16]([O-])=O)[CH:4]=1.Cl[Sn]Cl, predict the reaction product. (4) Given the reactants [NH:1]1[CH2:6][CH2:5][O:4][CH2:3][CH2:2]1.C(N(CC)CC)C.Br[CH2:15][C:16]1[N:17]=[CH:18][S:19][CH:20]=1, predict the reaction product. The product is: [O:4]1[CH2:5][CH2:6][N:1]([CH2:15][C:16]2[N:17]=[CH:18][S:19][CH:20]=2)[CH2:2][CH2:3]1. (5) Given the reactants [CH2:1]([O:8][C:9](=[O:31])[NH:10][C@@H:11]1[C:14](=[O:15])[N:13]([CH2:16][C:17]2[CH:22]=[CH:21][C:20]([O:23][CH3:24])=[CH:19][C:18]=2[O:25][CH3:26])[C@@H:12]1[C@@H:27]([OH:30])CO)[C:2]1[CH:7]=[CH:6][CH:5]=[CH:4][CH:3]=1.I([O-])(=O)(=O)=O.[Na+], predict the reaction product. The product is: [CH2:1]([O:8][C:9](=[O:31])[NH:10][C@@H:11]1[C:14](=[O:15])[N:13]([CH2:16][C:17]2[CH:22]=[CH:21][C:20]([O:23][CH3:24])=[CH:19][C:18]=2[O:25][CH3:26])[C@@H:12]1[CH:27]=[O:30])[C:2]1[CH:7]=[CH:6][CH:5]=[CH:4][CH:3]=1. (6) Given the reactants [Cl:1][C:2]1[CH:7]=[C:6]([N+:8]([O-])=O)[CH:5]=[C:4]([N+:11]([O-:13])=[O:12])[CH:3]=1.[NH4+]=S, predict the reaction product. The product is: [Cl:1][C:2]1[CH:7]=[C:6]([CH:5]=[C:4]([N+:11]([O-:13])=[O:12])[CH:3]=1)[NH2:8]. (7) Given the reactants [CH3:1][O:2][C:3](=[O:37])[CH:4]([N:16]1[CH2:21][CH2:20][N:19]([S:22]([C:25]2[CH:30]=[CH:29][CH:28]=[CH:27][C:26]=2[N+:31]([O-:33])=[O:32])(=[O:24])=[O:23])[CH:18]([CH2:34][CH3:35])[C:17]1=O)[CH2:5][C:6]1[CH:15]=[CH:14][C:13]2[C:8](=[CH:9][CH:10]=[CH:11][CH:12]=2)[CH:7]=1.CO, predict the reaction product. The product is: [CH3:1][O:2][C:3](=[O:37])[CH:4]([N:16]1[CH2:21][CH2:20][N:19]([S:22]([C:25]2[CH:30]=[CH:29][CH:28]=[CH:27][C:26]=2[N+:31]([O-:33])=[O:32])(=[O:23])=[O:24])[CH:18]([CH2:34][CH3:35])[CH2:17]1)[CH2:5][C:6]1[CH:15]=[CH:14][C:13]2[C:8](=[CH:9][CH:10]=[CH:11][CH:12]=2)[CH:7]=1. (8) Given the reactants [C:1]1([CH:7]([C:37]2[CH:42]=[CH:41][CH:40]=[CH:39][CH:38]=2)[CH2:8][NH:9][C:10]2[C:19]3[C:14](=[CH:15][CH:16]=[CH:17][CH:18]=3)[N:13]=[C:12]([C:20]3[CH:29]=[C:28]4[C:23]([CH2:24][CH2:25][CH2:26][N:27]4C(OC(C)(C)C)=O)=[CH:22][CH:21]=3)[N:11]=2)[CH:6]=[CH:5][CH:4]=[CH:3][CH:2]=1, predict the reaction product. The product is: [C:37]1([CH:7]([C:1]2[CH:6]=[CH:5][CH:4]=[CH:3][CH:2]=2)[CH2:8][NH:9][C:10]2[C:19]3[C:14](=[CH:15][CH:16]=[CH:17][CH:18]=3)[N:13]=[C:12]([C:20]3[CH:29]=[C:28]4[C:23]([CH2:24][CH2:25][CH2:26][NH:27]4)=[CH:22][CH:21]=3)[N:11]=2)[CH:38]=[CH:39][CH:40]=[CH:41][CH:42]=1. (9) Given the reactants [C:1]([O:5][C:6](=[O:15])[CH2:7]/[N:8]=[CH:9]/[CH2:10][C:11]([CH3:14])([CH3:13])[CH3:12])([CH3:4])([CH3:3])[CH3:2].[Cl:16][C:17]1[C:22]([F:23])=[CH:21][C:20](/[C:24](=[CH:27]/[C:28]2[CH:33]=[CH:32][CH:31]=[C:30]([Cl:34])[C:29]=2F)/[C:25]#[N:26])=[C:19]([F:36])[CH:18]=1.C(N(CC)CC)C.C1CCN2C(=NCCC2)CC1, predict the reaction product. The product is: [C:1]([O:5][C:6]([CH:7]1[CH:27]([C:28]2[CH:33]=[CH:32][CH:31]=[C:30]([Cl:34])[CH:29]=2)[C:24]([C:20]2[CH:21]=[C:22]([F:23])[C:17]([Cl:16])=[CH:18][C:19]=2[F:36])([C:25]#[N:26])[CH:9]([CH2:10][C:11]([CH3:14])([CH3:13])[CH3:12])[NH:8]1)=[O:15])([CH3:4])([CH3:3])[CH3:2].